From a dataset of Full USPTO retrosynthesis dataset with 1.9M reactions from patents (1976-2016). Predict the reactants needed to synthesize the given product. Given the product [F:13][C:9]1[CH:10]=[C:11]2[C:2](=[C:3]([C:4]([O:6][CH3:7])=[O:5])[CH:8]=1)[NH:1][N:26]=[CH:12]2, predict the reactants needed to synthesize it. The reactants are: [NH2:1][C:2]1[C:11]([CH3:12])=[CH:10][C:9]([F:13])=[CH:8][C:3]=1[C:4]([O:6][CH3:7])=[O:5].C(OC(=O)C)(=O)C.C([O-])(=O)C.[K+].[N:26](OCCC(C)C)=O.